Predict which catalyst facilitates the given reaction. From a dataset of Catalyst prediction with 721,799 reactions and 888 catalyst types from USPTO. (1) Reactant: Cl[C:2]1[S:3][C:4]2[C:9]([N:10]=1)=[C:8]([CH2:11][Cl:12])[CH:7]=[CH:6][N:5]=2.[F:13][C:14]([F:25])([F:24])[C:15]1[CH:16]=[C:17](B(O)O)[CH:18]=[CH:19][CH:20]=1.C([O-])([O-])=O.[Na+].[Na+]. Product: [Cl:12][CH2:11][C:8]1[CH:7]=[CH:6][N:5]=[C:4]2[S:3][C:2]([C:19]3[CH:18]=[CH:17][CH:16]=[C:15]([C:14]([F:25])([F:24])[F:13])[CH:20]=3)=[N:10][C:9]=12. The catalyst class is: 70. (2) Reactant: [CH2:1]([O:4][C:5]1[C:6]([C:29](=[O:42])[C:30]2[CH:35]=[CH:34][C:33]([O:36][CH2:37][CH2:38]Cl)=[C:32]([O:40][CH3:41])[CH:31]=2)=[C:7]([CH2:17][C:18]([N:20]([CH2:25][CH2:26][O:27][CH3:28])[CH2:21][CH2:22][O:23][CH3:24])=[O:19])[C:8]([CH2:15][CH3:16])=[C:9]([O:11][CH2:12][CH:13]=[CH2:14])[CH:10]=1)[CH:2]=[CH2:3].C(=O)([O-])[O-].[K+].[K+].[I-].[Na+].[O:51]1[CH2:56][CH2:55][N:54]([CH:57]2[CH2:62][CH2:61][NH:60][CH2:59][CH2:58]2)[CH2:53][CH2:52]1. Product: [CH2:12]([O:11][C:9]1[C:8]([CH2:15][CH3:16])=[C:7]([CH2:17][C:18]([N:20]([CH2:21][CH2:22][O:23][CH3:24])[CH2:25][CH2:26][O:27][CH3:28])=[O:19])[C:6]([C:29](=[O:42])[C:30]2[CH:35]=[CH:34][C:33]([O:36][CH2:37][CH2:38][N:60]3[CH2:61][CH2:62][CH:57]([N:54]4[CH2:55][CH2:56][O:51][CH2:52][CH2:53]4)[CH2:58][CH2:59]3)=[C:32]([O:40][CH3:41])[CH:31]=2)=[C:5]([O:4][CH2:1][CH:2]=[CH2:3])[CH:10]=1)[CH:13]=[CH2:14]. The catalyst class is: 35. (3) Reactant: [Cl:1][C:2]1[CH:3]=[C:4]([NH:15][C:16]2[C:25]3[C:20](=[CH:21][C:22](F)=[C:23]([O:26][CH3:27])[CH:24]=3)[N:19]=[CH:18][C:17]=2[C:29]#[N:30])[CH:5]=[CH:6][C:7]=1[S:8][C:9]1[N:10]([CH3:14])[CH:11]=[CH:12][N:13]=1.[CH3:31][N:32]([CH3:38])[CH2:33][CH2:34][CH2:35][NH:36][CH3:37]. Product: [Cl:1][C:2]1[CH:3]=[C:4]([NH:15][C:16]2[C:25]3[C:20](=[CH:21][C:22]([N:36]([CH2:35][CH2:34][CH2:33][N:32]([CH3:38])[CH3:31])[CH3:37])=[C:23]([O:26][CH3:27])[CH:24]=3)[N:19]=[CH:18][C:17]=2[C:29]#[N:30])[CH:5]=[CH:6][C:7]=1[S:8][C:9]1[N:10]([CH3:14])[CH:11]=[CH:12][N:13]=1. The catalyst class is: 60.